Predict which catalyst facilitates the given reaction. From a dataset of Catalyst prediction with 721,799 reactions and 888 catalyst types from USPTO. (1) Reactant: C[O:2][C:3](=[O:36])[CH2:4][O:5][C:6]1[CH:15]=[CH:14][C:13]([S:16][CH2:17][C:18]2[CH:23]=[CH:22][C:21]([O:24][CH2:25][C:26]3[CH:31]=[CH:30][C:29]([C:32]([F:35])([F:34])[F:33])=[CH:28][CH:27]=3)=[CH:20][CH:19]=2)=[C:12]2[C:7]=1[CH2:8][CH2:9][CH2:10][O:11]2.C(O)(C(F)(F)F)=O.[K+].[Br-]. Product: [F:35][C:32]([F:33])([F:34])[C:29]1[CH:28]=[CH:27][C:26]([CH2:25][O:24][C:21]2[CH:20]=[CH:19][C:18]([CH2:17][S:16][C:13]3[CH:14]=[CH:15][C:6]([O:5][CH2:4][C:3]([OH:36])=[O:2])=[C:7]4[C:12]=3[O:11][CH2:10][CH2:9][CH2:8]4)=[CH:23][CH:22]=2)=[CH:31][CH:30]=1. The catalyst class is: 47. (2) Reactant: [O:1]1[CH2:6][CH:5]=[C:4]([C:7]2[CH:8]=[CH:9][C:10]([N:13]3[CH:17]=[CH:16][C:15]([CH:18]([C:20]4[CH:32]=[CH:31][C:23]5[N:24]([CH2:28][O:29][CH3:30])[C:25](=[O:27])[S:26][C:22]=5[CH:21]=4)[CH3:19])=[N:14]3)=[N:11][CH:12]=2)[CH2:3][CH2:2]1.[H][H]. Product: [CH3:30][O:29][CH2:28][N:24]1[C:23]2[CH:31]=[CH:32][C:20]([CH:18]([C:15]3[CH:16]=[CH:17][N:13]([C:10]4[CH:9]=[CH:8][C:7]([CH:4]5[CH2:5][CH2:6][O:1][CH2:2][CH2:3]5)=[CH:12][N:11]=4)[N:14]=3)[CH3:19])=[CH:21][C:22]=2[S:26][C:25]1=[O:27]. The catalyst class is: 78. (3) Reactant: [N+:1]([O-:4])([O-])=[O:2].[Na+].[N:6]([C@@H:9]1[CH2:18][C:17]2[C:12](=[CH:13][CH:14]=[C:15]([Br:19])[CH:16]=2)[N:11]([C:20]([O:22][CH3:23])=[O:21])[CH2:10]1)=[N+:7]=[N-:8]. Product: [N:6]([C@@H:9]1[CH2:18][C:17]2[C:12](=[C:13]([N+:1]([O-:4])=[O:2])[CH:14]=[C:15]([Br:19])[CH:16]=2)[N:11]([C:20]([O:22][CH3:23])=[O:21])[CH2:10]1)=[N+:7]=[N-:8]. The catalyst class is: 55. (4) Reactant: [CH:1]1([C:4]2[N:5]=[C:6]3[CH:11]=[CH:10][C:9]([N:12]4[CH:17]=[CH:16][C:15]([OH:18])=[CH:14][C:13]4=[O:19])=[CH:8][N:7]3[C:20]=2[CH3:21])[CH2:3][CH2:2]1.[Br:22][C:23]1[S:24][CH:25]=[C:26]([CH2:28]O)[N:27]=1.C1(P(C2C=CC=CC=2)C2C=CC=CC=2)C=CC=CC=1.N(C(OCCOC)=O)=NC(OCCOC)=O. Product: [Br:22][C:23]1[S:24][CH:25]=[C:26]([CH2:28][O:18][C:15]2[CH:16]=[CH:17][N:12]([C:9]3[CH:10]=[CH:11][C:6]4[N:7]([C:20]([CH3:21])=[C:4]([CH:1]5[CH2:3][CH2:2]5)[N:5]=4)[CH:8]=3)[C:13](=[O:19])[CH:14]=2)[N:27]=1. The catalyst class is: 49. (5) Reactant: [NH2:1][CH2:2][C:3]1[C:4]([F:20])=[C:5]([O:10][C:11]2[CH:12]=[C:13]([CH:16]=[C:17]([Br:19])[CH:18]=2)[C:14]#[N:15])[C:6]([Cl:9])=[CH:7][CH:8]=1.[Cl:21][C:22]1[N:23]=[CH:24][N:25](COCC[Si](C)(C)C)[C:26]=1[C:27](O)=[O:28].CCN(C(C)C)C(C)C.CN(C(ON1N=NC2C=CC=NC1=2)=[N+](C)C)C.F[P-](F)(F)(F)(F)F. Product: [Br:19][C:17]1[CH:18]=[C:11]([O:10][C:5]2[C:4]([F:20])=[C:3]([CH2:2][NH:1][C:27]([C:26]3[NH:25][CH:24]=[N:23][C:22]=3[Cl:21])=[O:28])[CH:8]=[CH:7][C:6]=2[Cl:9])[CH:12]=[C:13]([C:14]#[N:15])[CH:16]=1. The catalyst class is: 1. (6) Reactant: [Br:1][C:2]1[CH:10]=[CH:9][C:5]([C:6]([OH:8])=O)=[C:4]([F:11])[CH:3]=1.[CH2:12]([NH2:14])[CH3:13].CN(C(ON1N=NC2C=CC=NC1=2)=[N+](C)C)C.F[P-](F)(F)(F)(F)F.C(N(CC)C(C)C)(C)C. Product: [Br:1][C:2]1[CH:10]=[CH:9][C:5]([C:6]([NH:14][CH2:12][CH3:13])=[O:8])=[C:4]([F:11])[CH:3]=1. The catalyst class is: 136. (7) The catalyst class is: 382. Product: [CH3:12][O:11][C:4]1[CH:5]=[CH:6][C:7]([N+:8]([O-:10])=[O:9])=[C:2]([F:1])[CH:3]=1. Reactant: [F:1][C:2]1[CH:3]=[C:4]([OH:11])[CH:5]=[CH:6][C:7]=1[N+:8]([O-:10])=[O:9].[CH:12](N(C(C)C)CC)(C)C.C[Si](C=[N+]=[N-])(C)C. (8) Reactant: [C:1]([NH:5][S:6]([C:9]1[C:18]2[C:13](=[CH:14][CH:15]=[CH:16][CH:17]=2)[C:12]([NH:19][NH2:20])=[CH:11][CH:10]=1)(=[O:8])=[O:7])([CH3:4])([CH3:3])[CH3:2].[CH:21]1([CH2:27][C:28](=O)[CH2:29][C:30](=O)[C:31]([O:33][CH2:34][CH3:35])=[O:32])[CH2:26][CH2:25][CH2:24][CH2:23][CH2:22]1. Product: [C:1]([NH:5][S:6]([C:9]1[C:18]2[C:13](=[CH:14][CH:15]=[CH:16][CH:17]=2)[C:12]([N:19]2[C:28]([CH2:27][CH:21]3[CH2:26][CH2:25][CH2:24][CH2:23][CH2:22]3)=[CH:29][C:30]([C:31]([O:33][CH2:34][CH3:35])=[O:32])=[N:20]2)=[CH:11][CH:10]=1)(=[O:8])=[O:7])([CH3:4])([CH3:2])[CH3:3]. The catalyst class is: 15. (9) Reactant: Br[C:2]1[O:6][C:5]([CH:7]([O:10][C:11]2[C:12]([F:21])=[C:13]([C:17]([F:20])=[CH:18][CH:19]=2)[C:14]([NH2:16])=[O:15])[CH2:8][CH3:9])=[N:4][C:3]=1[C:22]1[CH:27]=[CH:26][C:25]([Cl:28])=[CH:24][CH:23]=1.[CH2:29]([Sn](CCCC)(CCCC)CCCC)[CH:30]=[CH2:31].O. Product: [CH2:31]([C:2]1[O:6][C:5]([CH:7]([O:10][C:11]2[C:12]([F:21])=[C:13]([C:17]([F:20])=[CH:18][CH:19]=2)[C:14]([NH2:16])=[O:15])[CH2:8][CH3:9])=[N:4][C:3]=1[C:22]1[CH:27]=[CH:26][C:25]([Cl:28])=[CH:24][CH:23]=1)[CH:30]=[CH2:29]. The catalyst class is: 128. (10) Reactant: [C:1]([N:4]1[CH2:13][CH2:12][C:11]2[C:6](=[CH:7][C:8]([SH:14])=[CH:9][CH:10]=2)[CH2:5]1)(=[O:3])[CH3:2].[H-].[Na+].[C:17]([O:21][C:22]([N:24]1[CH2:29][CH2:28][C:27]([C:33]([O:35][CH2:36][CH3:37])=[O:34])([CH2:30][CH2:31]I)[CH2:26][CH2:25]1)=[O:23])([CH3:20])([CH3:19])[CH3:18].O. Product: [C:17]([O:21][C:22]([N:24]1[CH2:29][CH2:28][C:27]([CH2:30][CH2:31][S:14][C:8]2[CH:7]=[C:6]3[C:11]([CH2:12][CH2:13][N:4]([C:1](=[O:3])[CH3:2])[CH2:5]3)=[CH:10][CH:9]=2)([C:33]([O:35][CH2:36][CH3:37])=[O:34])[CH2:26][CH2:25]1)=[O:23])([CH3:20])([CH3:19])[CH3:18]. The catalyst class is: 9.